Predict the reaction yield, written as a fraction of the theoretical maximum amount of product (1.0 means a 100% yield; for example, 0.34 means a 34% yield). From a dataset of Reaction yield outcomes from USPTO patents with 853,638 reactions. (1) The product is [Cl:18][C:14]1[C:3]([C:4](=[O:5])[NH:6][C:7]2[CH:12]=[CH:11][CH:10]=[C:9]([F:13])[CH:8]=2)=[C:2]([NH:1][C:22](=[O:23])[C@@H:21]([NH:25][C:26](=[O:27])[O:28][C:29]([CH3:31])([CH3:30])[CH3:32])[CH2:20][CH3:19])[CH:17]=[CH:16][CH:15]=1. The reactants are [NH2:1][C:2]1[CH:17]=[CH:16][CH:15]=[C:14]([Cl:18])[C:3]=1[C:4]([NH:6][C:7]1[CH:12]=[CH:11][CH:10]=[C:9]([F:13])[CH:8]=1)=[O:5].[CH3:19][CH2:20][C@H:21]([NH:25][C:26]([O:28][C:29]([CH3:32])([CH3:31])[CH3:30])=[O:27])[C:22](O)=[O:23].CCN(C(C)C)C(C)C.CN(C(ON1N=NC2C=CC=NC1=2)=[N+](C)C)C.F[P-](F)(F)(F)(F)F. The catalyst is C(Cl)Cl. The yield is 0.667. (2) The reactants are COC1C=CC(C[N:8]2[CH:17]=[C:16]3[C:10]([CH:11]([OH:29])[CH2:12][CH2:13][C:14]4[S:20][C:19]([NH:21][C:22]5[N:27]=[C:26]([CH3:28])[CH:25]=[CH:24][N:23]=5)=[N:18][C:15]=43)=[N:9]2)=CC=1. The catalyst is C(O)(C(F)(F)F)=O. The product is [CH3:28][C:26]1[CH:25]=[CH:24][N:23]=[C:22]([NH:21][C:19]2[S:20][C:14]3[CH2:13][CH2:12][CH:11]([OH:29])[C:10]4[C:16](=[CH:17][NH:8][N:9]=4)[C:15]=3[N:18]=2)[N:27]=1. The yield is 0.630.